From a dataset of Forward reaction prediction with 1.9M reactions from USPTO patents (1976-2016). Predict the product of the given reaction. (1) Given the reactants [C:1]([O:5][C:6]([N:8]([CH2:26][C:27]([O:29][C:30]([CH3:33])([CH3:32])[CH3:31])=[O:28])[C:9]1[CH:14]=[CH:13][CH:12]=[C:11]([CH2:15][NH:16][S:17]([C:20]2[CH:21]=[N:22][CH:23]=[CH:24][CH:25]=2)(=[O:19])=[O:18])[N:10]=1)=[O:7])([CH3:4])([CH3:3])[CH3:2].S1C=CN=C1C1C=CC(CNS(C2C=NC=CC=2)(=O)=O)=CC=1.[N:56]1[CH:61]=[CH:60][CH:59]=[CH:58][C:57]=1[C:62]1[CH:69]=[CH:68][C:65]([CH2:66]O)=[CH:64][CH:63]=1, predict the reaction product. The product is: [C:1]([O:5][C:6]([N:8]([CH2:26][C:27]([O:29][C:30]([CH3:33])([CH3:32])[CH3:31])=[O:28])[C:9]1[CH:14]=[CH:13][CH:12]=[C:11]([CH:15]([CH2:66][C:65]2[CH:64]=[CH:63][C:62]([C:57]3[CH:58]=[CH:59][CH:60]=[CH:61][N:56]=3)=[CH:69][CH:68]=2)[NH:16][S:17]([C:20]2[CH:21]=[N:22][CH:23]=[CH:24][CH:25]=2)(=[O:19])=[O:18])[N:10]=1)=[O:7])([CH3:4])([CH3:3])[CH3:2]. (2) Given the reactants [OH-].[NH4+:2].[CH3:3][N:4]([N:6]=[N:7][C:8]1[CH:12]=[C:11]([C:13]2[CH:18]=[CH:17][CH:16]=[CH:15][CH:14]=2)[S:10][C:9]=1[C:19]([O:21]C)=O)[CH3:5].O, predict the reaction product. The product is: [CH3:3][N:4]([N:6]=[N:7][C:8]1[CH:12]=[C:11]([C:13]2[CH:18]=[CH:17][CH:16]=[CH:15][CH:14]=2)[S:10][C:9]=1[C:19]([NH2:2])=[O:21])[CH3:5]. (3) Given the reactants O.[NH2:2][NH2:3].C(O)C.[F:7][C:8]([F:15])([CH3:14])[C:9](OCC)=O.C(S[C:19]([C:27]1[CH:32]=[CH:31][CH:30]=[CH:29][CH:28]=1)=[N:20][C:21]1[CH:26]=[CH:25][CH:24]=[CH:23][CH:22]=1)C, predict the reaction product. The product is: [F:15][C:8]([C:9]1[N:20]([C:21]2[CH:26]=[CH:25][CH:24]=[CH:23][CH:22]=2)[C:19]([C:27]2[CH:32]=[CH:31][CH:30]=[CH:29][CH:28]=2)=[N:3][N:2]=1)([F:7])[CH3:14].